This data is from Forward reaction prediction with 1.9M reactions from USPTO patents (1976-2016). The task is: Predict the product of the given reaction. (1) Given the reactants [NH:1]1[C:5]2[CH:6]=[CH:7][CH:8]=[C:9]([CH2:10][C:11]([C:13]3[CH:18]=[CH:17][C:16]([Cl:19])=[CH:15][C:14]=3[Cl:20])=[O:12])[C:4]=2[N:3]=[N:2]1.CO[CH:23](OC)[N:24]([CH3:26])[CH3:25], predict the reaction product. The product is: [NH:1]1[C:5]2[CH:6]=[CH:7][CH:8]=[C:9]([C:10](=[CH:23][N:24]([CH3:26])[CH3:25])[C:11]([C:13]3[CH:18]=[CH:17][C:16]([Cl:19])=[CH:15][C:14]=3[Cl:20])=[O:12])[C:4]=2[N:3]=[N:2]1. (2) Given the reactants [NH2:1][C@H:2]1[CH2:7][CH2:6][N:5]([C:8]2[S:9][C:10]([C:13]([O:15][CH2:16][CH3:17])=[O:14])=[CH:11][N:12]=2)[CH2:4][C@H:3]1[O:18][CH3:19].[Cl:20][C:21]1[N:22]=[C:23]([C:27](O)=[O:28])[NH:24][C:25]=1[CH3:26].CCN=C=NCCCN(C)C.Cl, predict the reaction product. The product is: [Cl:20][C:21]1[N:22]=[C:23]([C:27]([NH:1][C@H:2]2[CH2:7][CH2:6][N:5]([C:8]3[S:9][C:10]([C:13]([O:15][CH2:16][CH3:17])=[O:14])=[CH:11][N:12]=3)[CH2:4][C@H:3]2[O:18][CH3:19])=[O:28])[NH:24][C:25]=1[CH3:26]. (3) Given the reactants [C:1](=[O:12])(OC(Cl)(Cl)Cl)OC(Cl)(Cl)Cl.[NH2:13][CH:14]1[CH2:19][CH2:18][N:17]([C:20]([O:22][C:23]([CH3:26])([CH3:25])[CH3:24])=[O:21])[CH2:16][CH2:15]1.[C@H:27]1([NH:36][C:37]2[CH:46]=[CH:45][C:44]3[C:39](=[CH:40][CH:41]=[C:42]([NH2:47])[CH:43]=3)[N:38]=2)[C:35]2[C:30](=[CH:31][CH:32]=[CH:33][CH:34]=2)[CH2:29][CH2:28]1, predict the reaction product. The product is: [C:23]([O:22][C:20]([N:17]1[CH2:16][CH2:15][CH:14]([NH:13][C:1]([NH:47][C:42]2[CH:43]=[C:44]3[C:39](=[CH:40][CH:41]=2)[N:38]=[C:37]([NH:36][C@H:27]2[C:35]4[C:30](=[CH:31][CH:32]=[CH:33][CH:34]=4)[CH2:29][CH2:28]2)[CH:46]=[CH:45]3)=[O:12])[CH2:19][CH2:18]1)=[O:21])([CH3:26])([CH3:25])[CH3:24]. (4) Given the reactants [Cl:1][C:2]1[CH:8]=[CH:7][C:5]([NH2:6])=[C:4]([F:9])[CH:3]=1.[C:10]1(=O)[O:15][C:13](=[O:14])[C:12]2[CH2:16][CH2:17][CH2:18][CH2:19][C:11]1=2.O.C(OCC)(=O)C, predict the reaction product. The product is: [Cl:1][C:2]1[CH:8]=[CH:7][C:5]([N:6]2[C:10](=[O:15])[C:11]3[CH2:19][CH2:18][CH2:17][CH2:16][C:12]=3[C:13]2=[O:14])=[C:4]([F:9])[CH:3]=1. (5) The product is: [CH2:35]([N:3]([CH2:1][CH3:2])[CH2:4]/[CH:5]=[CH:6]\[C:7]1[CH:12]=[C:11]([F:13])[CH:10]=[CH:9][C:8]=1[S:14]([NH:17][C:18]1[C:30]([C:31]([OH:33])=[O:32])=[C:22]2[O:23][CH2:24][C:25]3[N:26]([CH:27]=[CH:28][CH:29]=3)[C:21]2=[CH:20][CH:19]=1)(=[O:15])=[O:16])[CH3:36]. Given the reactants [CH2:1]([N:3]([CH2:35][CH3:36])[CH2:4]/[CH:5]=[CH:6]\[C:7]1[CH:12]=[C:11]([F:13])[CH:10]=[CH:9][C:8]=1[S:14]([NH:17][C:18]1[C:30]([C:31]([O:33]C)=[O:32])=[C:22]2[O:23][CH2:24][C:25]3[N:26]([CH:27]=[CH:28][CH:29]=3)[C:21]2=[CH:20][CH:19]=1)(=[O:16])=[O:15])[CH3:2].O.[OH-].[Li+].C(O)=O, predict the reaction product.